Dataset: Reaction yield outcomes from USPTO patents with 853,638 reactions. Task: Predict the reaction yield, written as a fraction of the theoretical maximum amount of product (1.0 means a 100% yield; for example, 0.34 means a 34% yield). (1) The reactants are Br[C:2]1[CH:3]=[C:4]([NH:10][C:11]2[CH:16]=[CH:15][C:14]([CH:17]3[CH2:20][N:19]([CH3:21])[CH2:18]3)=[CH:13][N:12]=2)[C:5](=[O:9])[N:6]([CH3:8])[CH:7]=1.[C:22]([O:25][CH2:26][C:27]1[C:32](B2OC(C)(C)C(C)(C)O2)=[CH:31][CH:30]=[CH:29][C:28]=1[N:42]1[CH2:54][CH2:53][N:45]2[C:46]3[CH2:47][CH2:48][CH2:49][CH2:50][C:51]=3[CH:52]=[C:44]2[C:43]1=[O:55])(=[O:24])[CH3:23].C([O-])([O-])=O.[Na+].[Na+]. The catalyst is CN(C)C=O.C1C=CC(P(C2C=CC=CC=2)[C-]2C=CC=C2)=CC=1.C1C=CC(P(C2C=CC=CC=2)[C-]2C=CC=C2)=CC=1.Cl[Pd]Cl.[Fe+2]. The product is [C:22]([O:25][CH2:26][C:27]1[C:28]([N:42]2[CH2:54][CH2:53][N:45]3[C:46]4[CH2:47][CH2:48][CH2:49][CH2:50][C:51]=4[CH:52]=[C:44]3[C:43]2=[O:55])=[CH:29][CH:30]=[CH:31][C:32]=1[C:2]1[CH:3]=[C:4]([NH:10][C:11]2[CH:16]=[CH:15][C:14]([CH:17]3[CH2:20][N:19]([CH3:21])[CH2:18]3)=[CH:13][N:12]=2)[C:5](=[O:9])[N:6]([CH3:8])[CH:7]=1)(=[O:24])[CH3:23]. The yield is 0.500. (2) The reactants are FC(F)(F)S(O[C:7]1[C:8]([Br:19])=[C:9]2[C:14](=[CH:15][C:16]=1[CH3:17])[N:13]=[C:12]([CH3:18])[CH:11]=[CH:10]2)(=O)=O.[CH2:22]([Sn](CCCC)(CCCC)C=C)[CH2:23]CC.[Cl-].[Li+]. The catalyst is CN(C=O)C.Cl[Pd](Cl)([P](C1C=CC=CC=1)(C1C=CC=CC=1)C1C=CC=CC=1)[P](C1C=CC=CC=1)(C1C=CC=CC=1)C1C=CC=CC=1. The product is [Br:19][C:8]1[C:7]([CH:22]=[CH2:23])=[C:16]([CH3:17])[CH:15]=[C:14]2[C:9]=1[CH:10]=[CH:11][C:12]([CH3:18])=[N:13]2. The yield is 0.880. (3) The reactants are [CH3:1][C:2]1([CH3:9])[O:6][CH:5]([CH2:7][NH2:8])[CH2:4][O:3]1.N1C=CC=CC=1.[CH3:16][S:17](Cl)(=[O:19])=[O:18]. The catalyst is C(OCC)C. The product is [CH3:1][C:2]1([CH3:9])[O:6][CH:5]([CH2:7][NH:8][S:17]([CH3:16])(=[O:19])=[O:18])[CH2:4][O:3]1. The yield is 0.120. (4) The yield is 1.06. The product is [NH2:1][C:24]1[C:21]2[C:22](=[O:23])[N:16]([C:13]3[CH:14]=[CH:15][C:10]([O:9][CH2:2][C:3]4[CH:8]=[CH:7][CH:6]=[CH:5][CH:4]=4)=[C:11]([F:29])[CH:12]=3)[CH2:17][CH2:18][O:19][C:20]=2[N:27]=[CH:26][N:25]=1. The reactants are [NH3:1].[CH2:2]([O:9][C:10]1[CH:15]=[CH:14][C:13]([N:16]2[C:22](=[O:23])[C:21]3[C:24](Cl)=[N:25][CH:26]=[N:27][C:20]=3[O:19][CH2:18][CH2:17]2)=[CH:12][C:11]=1[F:29])[C:3]1[CH:8]=[CH:7][CH:6]=[CH:5][CH:4]=1. The catalyst is O1CCOCC1. (5) The reactants are [I:1]Cl.ClCCl.[Cl:6][C:7]1[N:8]=[C:9]2[CH:15]=[CH:14][NH:13][C:10]2=[N:11][CH:12]=1. The catalyst is CN1CCCC1=O.N1C=CC=CC=1. The product is [Cl:6][C:7]1[N:8]=[C:9]2[C:15]([I:1])=[CH:14][NH:13][C:10]2=[N:11][CH:12]=1. The yield is 0.750. (6) The reactants are [CH3:1][CH:2]1[C:7](=O)[CH2:6][CH2:5][CH2:4][C:3]1=[O:9].[NH2:10][C:11]1[C:12]([CH3:17])=[CH:13][CH:14]=[CH:15][CH:16]=1. The catalyst is C(Cl)Cl.CCOC(C)=O. The product is [CH3:1][C:2]1[C:3](=[O:9])[CH2:4][CH2:5][CH2:6][C:7]=1[NH:10][C:11]1[CH:16]=[CH:15][CH:14]=[CH:13][C:12]=1[CH3:17]. The yield is 0.380. (7) The reactants are Cl[CH2:2][C:3]([NH:5][C:6]1[CH:14]=[CH:13][C:12]([Cl:15])=[C:11]2[C:7]=1[C:8](=[O:33])[N:9]([C@@H:16]([C:22]1[CH:27]=[CH:26][C:25]([O:28][CH3:29])=[C:24]([O:30][CH2:31][CH3:32])[CH:23]=1)[CH2:17][S:18]([CH3:21])(=[O:20])=[O:19])[CH2:10]2)=[O:4].[CH3:34][N:35]1[CH2:40][CH2:39][NH:38][CH2:37][CH2:36]1. The catalyst is CC#N. The product is [Cl:15][C:12]1[CH:13]=[CH:14][C:6]([NH:5][C:3](=[O:4])[CH2:2][N:38]2[CH2:39][CH2:40][N:35]([CH3:34])[CH2:36][CH2:37]2)=[C:7]2[C:11]=1[CH2:10][N:9]([C@@H:16]([C:22]1[CH:27]=[CH:26][C:25]([O:28][CH3:29])=[C:24]([O:30][CH2:31][CH3:32])[CH:23]=1)[CH2:17][S:18]([CH3:21])(=[O:19])=[O:20])[C:8]2=[O:33]. The yield is 0.250. (8) The yield is 0.930. The product is [CH2:1]([O:8][C:9]1[CH:10]=[CH:11][C:12]([C@@H:20]([O:41][Si:42]([C:45]([CH3:48])([CH3:47])[CH3:46])([CH3:44])[CH3:43])[CH2:21][N:22]([CH2:30][C:31]2[CH:40]=[CH:39][C:34]([C:35]([OH:37])=[O:36])=[CH:33][CH:32]=2)[C:23]([O:25][C:26]([CH3:29])([CH3:28])[CH3:27])=[O:24])=[C:13]2[C:18]=1[NH:17][C:16](=[O:19])[CH:15]=[CH:14]2)[C:2]1[CH:3]=[CH:4][CH:5]=[CH:6][CH:7]=1. The reactants are [CH2:1]([O:8][C:9]1[CH:10]=[CH:11][C:12]([C@@H:20]([O:41][Si:42]([C:45]([CH3:48])([CH3:47])[CH3:46])([CH3:44])[CH3:43])[CH2:21][N:22]([CH2:30][C:31]2[CH:40]=[CH:39][C:34]([C:35]([O:37]C)=[O:36])=[CH:33][CH:32]=2)[C:23]([O:25][C:26]([CH3:29])([CH3:28])[CH3:27])=[O:24])=[C:13]2[C:18]=1[NH:17][C:16](=[O:19])[CH:15]=[CH:14]2)[C:2]1[CH:7]=[CH:6][CH:5]=[CH:4][CH:3]=1.[OH-].[Na+]. The catalyst is CO. (9) The reactants are [Br:1]Br.[OH:3][C:4]1[CH:13]=[CH:12][C:7]([C:8]([O:10][CH3:11])=[O:9])=[CH:6][CH:5]=1.S(S([O-])=O)([O-])(=O)=O.[Na+].[Na+].CO. The catalyst is C(Cl)Cl.O. The product is [Br:1][C:13]1[CH:12]=[C:7]([CH:6]=[CH:5][C:4]=1[OH:3])[C:8]([O:10][CH3:11])=[O:9]. The yield is 0.940. (10) The reactants are [C:1]([C:3]1[CH:8]=[CH:7][CH:6]=[CH:5][C:4]=1[C:9]1[CH:14]=[CH:13][C:12]([CH2:15][CH:16]([C:22](=O)[CH2:23][CH2:24][CH3:25])[C:17](OCC)=[O:18])=[CH:11][C:10]=1[O:27][CH3:28])#[N:2].Cl.[C:30](=[NH:33])([NH2:32])[CH3:31].C[O-].[Na+]. The catalyst is CO. The product is [CH3:28][O:27][C:10]1[CH:11]=[C:12]([CH2:15][C:16]2[C:17](=[O:18])[NH:32][C:30]([CH3:31])=[N:33][C:22]=2[CH2:23][CH2:24][CH3:25])[CH:13]=[CH:14][C:9]=1[C:4]1[C:3]([C:1]#[N:2])=[CH:8][CH:7]=[CH:6][CH:5]=1. The yield is 0.520.